Predict the reactants needed to synthesize the given product. From a dataset of Full USPTO retrosynthesis dataset with 1.9M reactions from patents (1976-2016). (1) Given the product [CH2:15]([O:17][C:18]([C:20]1([CH2:34][O:14][C:11]2[CH:12]=[CH:13][C:8]([C:5]3[CH:4]=[CH:3][C:2]([F:1])=[CH:7][CH:6]=3)=[CH:9][CH:10]=2)[CH2:24][CH2:23][N:22]([C:25](=[O:33])[C:26]2[CH:27]=[CH:28][C:29]([F:32])=[CH:30][CH:31]=2)[CH2:21]1)=[O:19])[CH3:16], predict the reactants needed to synthesize it. The reactants are: [F:1][C:2]1[CH:7]=[CH:6][C:5]([C:8]2[CH:13]=[CH:12][C:11]([OH:14])=[CH:10][CH:9]=2)=[CH:4][CH:3]=1.[CH2:15]([O:17][C:18]([C:20]1([CH2:34]I)[CH2:24][CH2:23][N:22]([C:25](=[O:33])[C:26]2[CH:31]=[CH:30][C:29]([F:32])=[CH:28][CH:27]=2)[CH2:21]1)=[O:19])[CH3:16]. (2) Given the product [C:1]([O:5][C:6]([NH:8][CH:9]1[CH2:14][CH2:13][N:12]([C:15]2[N:24]=[C:23]3[C:18]([C:19](=[O:34])[C:20]([C:29]([OH:31])=[O:30])=[CH:21][N:22]3[CH2:25][CH2:26][C:27]#[N:28])=[CH:17][C:16]=2[F:35])[CH2:11][CH2:10]1)=[O:7])([CH3:4])([CH3:2])[CH3:3], predict the reactants needed to synthesize it. The reactants are: [C:1]([O:5][C:6]([NH:8][CH:9]1[CH2:14][CH2:13][N:12]([C:15]2[N:24]=[C:23]3[C:18]([C:19](=[O:34])[C:20]([C:29]([O:31]CC)=[O:30])=[CH:21][N:22]3[CH2:25][CH2:26][C:27]#[N:28])=[CH:17][C:16]=2[F:35])[CH2:11][CH2:10]1)=[O:7])([CH3:4])([CH3:3])[CH3:2].[Li+].[OH-]. (3) Given the product [Cl:1][C:2]1[CH:3]=[C:4]([C:8]2[CH:9]=[C:10]3[C:15](=[O:16])[NH:14][CH2:13][CH:12]([CH2:17][NH:40][C:47]([N:22]=[N+:23]=[N-:24])=[O:46])[N:11]3[CH:21]=2)[CH:5]=[CH:6][CH:7]=1, predict the reactants needed to synthesize it. The reactants are: [Cl:1][C:2]1[CH:3]=[C:4]([C:8]2[CH:9]=[C:10]3[C:15](=[O:16])[NH:14][CH2:13][CH:12]([CH2:17]C(O)=O)[N:11]3[CH:21]=2)[CH:5]=[CH:6][CH:7]=1.[N-:22]=[N+:23]=[N-:24].[Na+].C1C=CC(P([N:40]=[N+]=[N-])(C2C=CC=CC=2)=O)=CC=1.C1[CH2:47][O:46]CC1. (4) Given the product [CH3:1][N:2]([C:53]1[CH:54]=[C:49]([CH:22]([O:23][C:24]2[C:33]([N:34]([CH2:41][O:42][CH2:43][CH2:44][Si:45]([CH3:47])([CH3:46])[CH3:48])[S:35]([CH2:38][CH2:39][CH3:40])(=[O:37])=[O:36])=[N:32][C:31]3[C:26](=[CH:27][CH:28]=[CH:29][CH:30]=3)[N:25]=2)[C:21]([F:20])([F:57])[F:56])[CH:50]=[CH:51][N:52]=1)[C:3](=[O:5])[CH3:4], predict the reactants needed to synthesize it. The reactants are: [CH3:1][NH:2][C:3](=[O:5])[CH3:4].N1C(C)=CC=CC=1C.C(Cl)(=O)C(Cl)=O.[F:20][C:21]([F:57])([F:56])[CH:22]([C:49]1[CH:54]=[CH:53][N+:52]([O-])=[CH:51][CH:50]=1)[O:23][C:24]1[C:33]([N:34]([CH2:41][O:42][CH2:43][CH2:44][Si:45]([CH3:48])([CH3:47])[CH3:46])[S:35]([CH2:38][CH2:39][CH3:40])(=[O:37])=[O:36])=[N:32][C:31]2[C:26](=[CH:27][CH:28]=[CH:29][CH:30]=2)[N:25]=1.C(=O)(O)[O-].[Na+]. (5) Given the product [Cl:18][C:15]1[CH:14]=[CH:13][C:12]([S:9]([N:8]2[C:27]3[C:28](=[N:48][CH:24]=[CH:25][CH:26]=3)[C:22](=[CH2:23])[CH2:21][CH:19]2[CH3:20])(=[O:11])=[O:10])=[CH:17][CH:16]=1, predict the reactants needed to synthesize it. The reactants are: BrC1C([N:8]([CH:19]([CH2:21][CH:22]=[CH2:23])[CH3:20])[S:9]([C:12]2[CH:17]=[CH:16][C:15]([Cl:18])=[CH:14][CH:13]=2)(=[O:11])=[O:10])=NC=CC=1.[C:24]1(C)C=[CH:28][CH:27]=[CH:26][C:25]=1P([C:26]1[CH:27]=[CH:28]C=[CH:24][C:25]=1C)[C:26]1[CH:27]=[CH:28]C=[CH:24][C:25]=1C.C([N:48](CC)CC)C. (6) Given the product [CH3:41][C:42]1[C:43]([N:49]2[CH2:50][CH2:51][N:52]([C:55]([C:57]3[CH:58]=[CH:59][C:60]([N:63]4[CH:67]([CH2:68][CH3:69])[CH2:66][NH:65][C:64]4=[O:79])=[N:61][CH:62]=3)=[O:56])[CH2:53][CH2:54]2)=[N:44][CH:45]=[C:46]([CH3:48])[CH:47]=1, predict the reactants needed to synthesize it. The reactants are: BrC1N=CC(C(N2CCN(C3C(C)=CC(C)=CN=3)CC2)=O)=CC=1.C(C1CN(CC2C=CC(OC)=CC=2)C(=O)N1)C.[CH3:41][C:42]1[C:43]([N:49]2[CH2:54][CH2:53][N:52]([C:55]([C:57]3[CH:58]=[CH:59][C:60]([N:63]4[CH:67]([CH2:68][CH3:69])[CH2:66][N:65](CC5C=CC(OC)=CC=5)[C:64]4=[O:79])=[N:61][CH:62]=3)=[O:56])[CH2:51][CH2:50]2)=[N:44][CH:45]=[C:46]([CH3:48])[CH:47]=1. (7) Given the product [CH2:1]([O:5][CH2:6][CH2:7][O:8][C:9]1[CH:10]=[CH:11][C:12]([C:15]2[CH:20]=[CH:19][C:18]([N:21]3[CH2:26][CH2:25][CH2:24][CH2:23][CH:22]3[CH3:27])=[C:17](/[CH:28]=[CH:29]/[C:30]([OH:32])=[O:31])[CH:16]=2)=[CH:13][CH:14]=1)[CH2:2][CH2:3][CH3:4], predict the reactants needed to synthesize it. The reactants are: [CH2:1]([O:5][CH2:6][CH2:7][O:8][C:9]1[CH:14]=[CH:13][C:12]([C:15]2[CH:20]=[CH:19][C:18]([N:21]3[CH2:26][CH2:25][CH2:24][CH2:23][CH:22]3[CH3:27])=[C:17](/[CH:28]=[CH:29]/[C:30]([O:32]CC)=[O:31])[CH:16]=2)=[CH:11][CH:10]=1)[CH2:2][CH2:3][CH3:4].[OH-].[Na+].Cl.